This data is from Reaction yield outcomes from USPTO patents with 853,638 reactions. The task is: Predict the reaction yield, written as a fraction of the theoretical maximum amount of product (1.0 means a 100% yield; for example, 0.34 means a 34% yield). (1) The reactants are [CH3:1][O:2][C:3]([C:5]1[S:6][C:7]2[C:8](=[O:20])[CH2:9][O:10][C:11]3[CH:18]=[CH:17][C:16](Br)=[CH:15][C:12]=3[C:13]=2[N:14]=1)=[O:4].[CH3:21][C:22]([OH:26])([C:24]#[CH:25])[CH3:23].C1C=CC(P(C2C=CC=CC=2)C2C=CC=CC=2)=CC=1. The catalyst is CCN(CC)CC.CC([O-])=O.CC([O-])=O.[Pd+2].[Cu]I. The product is [CH3:1][O:2][C:3]([C:5]1[S:6][C:7]2[C:8](=[O:20])[CH2:9][O:10][C:11]3[CH:18]=[CH:17][C:16]([C:25]#[C:24][C:22]([OH:26])([CH3:23])[CH3:21])=[CH:15][C:12]=3[C:13]=2[N:14]=1)=[O:4]. The yield is 0.400. (2) The reactants are [NH2:1][CH2:2][C:3]1[CH:8]=[CH:7][C:6]([Cl:9])=[CH:5][C:4]=1[N:10]1[CH2:14][CH2:13][CH:12]([OH:15])[CH:11]1C=O.ClC(Cl)(O[C:22](=[O:28])OC(Cl)(Cl)Cl)Cl.[N-:30]=[C:31]=O.CO.[CH3:35][N:36]([CH:38]=[O:39])C. The catalyst is CCOC(C)=O. The product is [Cl:9][C:6]1[CH:7]=[CH:8][C:3]([CH2:2][NH:1][C:38]([NH:36][C:35]2[C:31]3[NH:30][C:22](=[O:28])[NH:1][C:2]=3[CH:3]=[CH:4][CH:5]=2)=[O:39])=[C:4]([N:10]2[CH2:14][CH2:13][CH:12]([OH:15])[CH2:11]2)[CH:5]=1. The yield is 0.210. (3) The reactants are COC1C=CC(C[S:8][C:9]2[C:14]([Br:15])=[CH:13][N:12]=[C:11]([NH:16][C:17]3[S:18][CH:19]=[C:20]([CH2:22][CH2:23][C:24]4[CH:29]=[CH:28][CH:27]=[CH:26][CH:25]=4)[N:21]=3)[CH:10]=2)=CC=1.C1(OC)C=CC=CC=1.C([O-])(O)=O.[Na+]. The catalyst is C(O)(C(F)(F)F)=O. The product is [Br:15][C:14]1[C:9]([SH:8])=[CH:10][C:11]([NH:16][C:17]2[S:18][CH:19]=[C:20]([CH2:22][CH2:23][C:24]3[CH:25]=[CH:26][CH:27]=[CH:28][CH:29]=3)[N:21]=2)=[N:12][CH:13]=1. The yield is 0.720. (4) The reactants are C(OC([NH:8][CH2:9][C:10]1([C:17]([OH:19])=[O:18])[CH2:12][CH:11]1[CH2:13][CH:14]([CH3:16])[CH3:15])=O)(C)(C)C.[ClH:20].CCOCC. The catalyst is O1CCOCC1. The product is [ClH:20].[NH2:8][CH2:9][C:10]1([C:17]([OH:19])=[O:18])[CH2:12][CH:11]1[CH2:13][CH:14]([CH3:16])[CH3:15]. The yield is 0.760. (5) The reactants are [CH2:1]([N:9]=[N+:10]=[N-:11])[CH2:2][C:3]1[CH:8]=[CH:7][CH:6]=[CH:5][CH:4]=1.[C:12]1([C:18]#[CH:19])[CH:17]=[CH:16][CH:15]=[CH:14][CH:13]=1. The catalyst is C[C-]1C(C)=C(C)C(C)=C1C.C1C=CC(P(C2C=CC=CC=2)C2C=CC=CC=2)=CC=1.C1C=CC(P(C2C=CC=CC=2)C2C=CC=CC=2)=CC=1.Cl[Ru+].C1COCC1. The product is [CH2:1]([N:9]1[C:18]([C:12]2[CH:17]=[CH:16][CH:15]=[CH:14][CH:13]=2)=[CH:19][N:11]=[N:10]1)[CH2:2][C:3]1[CH:8]=[CH:7][CH:6]=[CH:5][CH:4]=1. The yield is 0.890. (6) The reactants are C([O:3][C:4](=[O:39])[CH2:5][N:6]([S:27]([N:30]1[C:38]2[C:33](=[CH:34][CH:35]=[CH:36][CH:37]=2)[CH2:32][CH2:31]1)(=[O:29])=[O:28])[CH2:7][C:8]1[CH:13]=[CH:12][C:11]([O:14][CH2:15][C:16]2[N:17]=[C:18]([C:22]3[S:23][CH:24]=[CH:25][CH:26]=3)[O:19][C:20]=2[CH3:21])=[CH:10][CH:9]=1)C.O.[OH-].[Li+]. No catalyst specified. The product is [N:30]1([S:27]([N:6]([CH2:5][C:4]([OH:39])=[O:3])[CH2:7][C:8]2[CH:13]=[CH:12][C:11]([O:14][CH2:15][C:16]3[N:17]=[C:18]([C:22]4[S:23][CH:24]=[CH:25][CH:26]=4)[O:19][C:20]=3[CH3:21])=[CH:10][CH:9]=2)(=[O:29])=[O:28])[C:38]2[C:33](=[CH:34][CH:35]=[CH:36][CH:37]=2)[CH2:32][CH2:31]1. The yield is 0.990. (7) The reactants are [H-].[Na+].[Cl:3][C:4]1[CH:12]=[C:11]([Cl:13])[CH:10]=[C:9]2[C:5]=1[CH:6]=[C:7]([C:14]([O:16][CH2:17][CH3:18])=[O:15])[NH:8]2.I[CH3:20]. The catalyst is CN(C=O)C. The product is [Cl:3][C:4]1[CH:12]=[C:11]([Cl:13])[CH:10]=[C:9]2[C:5]=1[CH:6]=[C:7]([C:14]([O:16][CH2:17][CH3:18])=[O:15])[N:8]2[CH3:20]. The yield is 0.970. (8) The reactants are [NH2:1][C:2]1[CH:3]=[C:4]2[C:8](=[CH:9][C:10]=1[N+:11]([O-:13])=[O:12])[C:7](=[O:14])[NH:6][C:5]2=[O:15].[F:16][C:17]1[N:22]=[CH:21][C:20](N)=[CH:19][CH:18]=1.N1C=CN=C1. The catalyst is C1(OC2C=CC=CC=2)C=CC=CC=1. The product is [NH2:1][C:2]1[CH:3]=[C:4]2[C:8](=[CH:9][C:10]=1[N+:11]([O-:13])=[O:12])[C:7](=[O:14])[N:6]([C:20]1[CH:21]=[N:22][C:17]([F:16])=[CH:18][CH:19]=1)[C:5]2=[O:15]. The yield is 0.127.